From a dataset of Experimentally validated miRNA-target interactions with 360,000+ pairs, plus equal number of negative samples. Binary Classification. Given a miRNA mature sequence and a target amino acid sequence, predict their likelihood of interaction. (1) Result: 0 (no interaction). The protein sequence of the target gene is MAGPSWGLPRLDGFILTERLGSGTYATVYKAYAKKDTREVVAIKCVAKKSLNKASVENLLTEIEILKGIRHPHIVQLKDFQWDNDNIYLIMEFCAGGDLSRFIHTRRILPEKVARVFMQQLASALQFLHERNISHLDLKPQNILLSSLEKPHLKLADFGFAQHMSPWDEKHVLRGSPLYMAPEMVCRRQYDARVDLWSVGVILYEALFGQPPFASRSFSELEEKIRSNRVIELPLRPQLSLDCRDLLQRLLERDPARRISFKDFFAHPWVDLEHMPSGESLAQARALVVEAVKKDQEGDA.... The miRNA is mmu-miR-664-3p with sequence UAUUCAUUUACUCCCCAGCCUA. (2) The miRNA is mmu-miR-6999-5p with sequence AAGGAAGGAGAGUCAGCAAGCAC. The protein sequence of the target gene is MSWESGAGPGLGSQGMDLVWSAWYGKCVKGKGSLPLSAHGIVVAWLSRAEWDQVTVYLFCDDHKLQRYALNRITVWRSRSGNELPLAVASTADLIRCKLLDVTGGLGTDELRLLYGMALVRFVNLISERKTKFAKVPLKCLAQEVNIPDWIVDLRHELTHKKMPHINDCRRGCYFVLDWLQKTYWCRQLENSLRETWELEEFREGIEEEDQEEDKNIVVDDITEQKPEPQDDGKSTESDVKADGDSKGSEEVDSHCKKALSHKELYERARELLVSYEEEQFTVLEKFRYLPKAIKAWNNP.... Result: 0 (no interaction). (3) The miRNA is mmu-miR-467d-3p with sequence AUAUACAUACACACACCUACAC. The protein sequence of the target gene is MAASGPAAAAPSGVLVTCGLEQVLEALKLLLSPGGSGSSSLQNTKHDVLLQTLKSNLSALEAKFLKDAQWKKLKALRDELADKAEWPQSSEDITWSFTSQTLLLLLCLKEVLARLVADFNPGKPNPRTPEAAPALSPDTLSVSQQKTFQSVLQFVVTLGVCPYLIPGVGVPLRDRTEFGAVVQDVVRLEAAPHATRRLYICCRVLLDLAQHASLGSLIFCRHFGDIAAGLCQLGFCPTKRKPPGPVEEVLTEEERTLSRRALRDILDQVYQPLAVRELLTLQGGPRQPCTDVKTQLRCRA.... Result: 0 (no interaction). (4) The miRNA is hsa-miR-6797-3p with sequence UGCAUGACCCUUCCCUCCCCAC. The protein sequence of the target gene is MQSTSNHLWLLSDILGQGATANVFRGRHKKTGDLYAVKVFNNISFLRPVDVQMREFEVLKKLNHKNIVKLFAIEEETTTRHKVLIMEFCPCGSLYTVLEEPSNAYGLPESEFLIVLRDVVGGMNHLRENGIVHRDIKPGNIMRVIGEDGQSVYKLTDFGAARELEDDEQFVSLYGTEEYLHPDMYERAVLRKDHQKKYGATVDLWSVGVTFYHAATGSLPFRPFEGPRRNKEVMYKIITGKPSGAISGVQKAENGPIDWSGDMPLSCSLSQGLQALLTPVLANILEADQEKCWGFDQFFA.... Result: 0 (no interaction). (5) The miRNA is hsa-miR-6880-5p with sequence UGGUGGAGGAAGAGGGCAGCUC. The protein sequence of the target gene is MTVGRPEGAPGGAEGSRQIFPPESFADTEAGEELSGDGLVLPRASKLDEFLSPEEEIDSTSDSTGSIYQNLQELKQKGRWCLLESLFQSDPESDENLSEDEEDLESFFQDKDRGMVQVQCPQALRCGSTRRCSSLNNLPSNIPRPQTQPPSGSRPPSQHRSVSSWASSITVPRPFRMTLREARKKAEWLGSPASFEQERQRAQRQGEEEAECHRQFRAQPVPAHVYLPLYQEIMERSEARRQAGIQKRKELLLSSLKPFSFLEKEEQLKEAARQRDLAATAEAKISKQKATRRIPKSILE.... Result: 1 (interaction). (6) The miRNA is hsa-miR-3153 with sequence GGGGAAAGCGAGUAGGGACAUUU. The protein sequence of the target gene is MASLYQRFTGKINTSRSFPAPPEASHLLGGQGPEEDGGAGAKPLGPRAQAAAPRERGGGGGGAGGRPRFQYQARSDGDEEDELVGSNPPQRNWKGIAIALLVILVICSLIVTSVILLTPAEDNSLSQKKKVTVEDLFSEDFKIHDPEAKWISDTEFIYREQKGTVRLWNVETNTSTVLIEGKKIESLRAIRYEISPDREYALFSYNVEPIYQHSYTGYYVLSKIPHGDPQSLDPPEVSNAKLQYAGWGPKGQQLIFIFENNIYYCAHVGKQAIRVVSTGKEGVIYNGLSDWLYEEEILKT.... Result: 1 (interaction). (7) The miRNA is mmu-miR-3082-5p with sequence GACAGAGUGUGUGUGUCUGUGU. The protein sequence of the target gene is MSATIEREFEELDAQCRWQPLYLEIRNESHDYPHRVAKFPENRNRNRYRDVSPYDHSRVKLQSTENDYINASLVDIEEAQRSYILTQGPLPNTCCHFWLMVWQQKTKAVVMLNRTVEKESVKCAQYWPTDDREMVFKETGFSVKLLSEDVKSYYTVHLLQLENINTGETRTISHFHYTTWPDFGVPESPASFLNFLFKVRESGCLTPDHGPAVIHCSAGIGRSGTFSLVDTCLVLMEKGEDVNVKQLLLNMRKYRMGLIQTPDQLRFSYMAIIEGAKYTKGDSNIQKRWKELSKEDLSPI.... Result: 1 (interaction).